From a dataset of Reaction yield outcomes from USPTO patents with 853,638 reactions. Predict the reaction yield, written as a fraction of the theoretical maximum amount of product (1.0 means a 100% yield; for example, 0.34 means a 34% yield). (1) The reactants are [N:1]1[CH:6]=[CH:5][CH:4]=[CH:3][C:2]=1[C:7]([NH:9][C:10]1[C:11]([C:21]([OH:23])=O)=[N:12][N:13]([CH:15]2[CH2:20][CH2:19][CH2:18][CH2:17][O:16]2)[CH:14]=1)=[O:8].[NH2:24][CH2:25][C:26]#[N:27].CCN=C=NCCCN(C)C.C1C=CC2N(O)N=NC=2C=1.C(N(CC)CC)C.C(=O)([O-])O.[Na+]. The catalyst is CN(C=O)C. The product is [C:25]([CH2:26][NH:27][C:21]([C:11]1[C:10]([NH:9][C:7]([C:2]2[CH:3]=[CH:4][CH:5]=[CH:6][N:1]=2)=[O:8])=[CH:14][N:13]([CH:15]2[CH2:20][CH2:19][CH2:18][CH2:17][O:16]2)[N:12]=1)=[O:23])#[N:24]. The yield is 0.760. (2) The reactants are Cl[C:2]1[N:7]=[CH:6][C:5]2[N:8]=[CH:9][N:10]([CH:11]([CH3:13])[CH3:12])[C:4]=2[CH:3]=1.[NH2:14][C:15]1[CH:20]=[CH:19][N:18]=[C:17]([N:21]2[CH2:34][C:23]3([CH2:26][N:25]([C:27]([O:29][C:30]([CH3:33])([CH3:32])[CH3:31])=[O:28])[CH2:24]3)[CH2:22]2)[N:16]=1.C1(P(C2CCCCC2)C2C=CC=CC=2C2C(C(C)C)=CC(C(C)C)=CC=2C(C)C)CCCCC1.C(=O)([O-])[O-].[Cs+].[Cs+]. The catalyst is C(OCC)(=O)C.O1CCOCC1. The product is [CH:11]([N:10]1[C:4]2[CH:3]=[C:2]([NH:14][C:15]3[CH:20]=[CH:19][N:18]=[C:17]([N:21]4[CH2:34][C:23]5([CH2:24][N:25]([C:27]([O:29][C:30]([CH3:32])([CH3:31])[CH3:33])=[O:28])[CH2:26]5)[CH2:22]4)[N:16]=3)[N:7]=[CH:6][C:5]=2[N:8]=[CH:9]1)([CH3:13])[CH3:12]. The yield is 0.740. (3) The reactants are [Br:1][C:2]1[CH:9]=[C:8]([O:10][CH3:11])[C:7]([OH:12])=[CH:6][C:3]=1[CH:4]=[O:5].C([O-])([O-])=O.[K+].[K+].C(#N)C.[CH2:22](Br)[C:23]1[CH:28]=[CH:27][CH:26]=[CH:25][CH:24]=1. The catalyst is O. The product is [CH2:22]([O:12][C:7]1[C:8]([O:10][CH3:11])=[CH:9][C:2]([Br:1])=[C:3]([CH:6]=1)[CH:4]=[O:5])[C:23]1[CH:28]=[CH:27][CH:26]=[CH:25][CH:24]=1. The yield is 0.830.